Dataset: CYP1A2 inhibition data for predicting drug metabolism from PubChem BioAssay. Task: Regression/Classification. Given a drug SMILES string, predict its absorption, distribution, metabolism, or excretion properties. Task type varies by dataset: regression for continuous measurements (e.g., permeability, clearance, half-life) or binary classification for categorical outcomes (e.g., BBB penetration, CYP inhibition). Dataset: cyp1a2_veith. (1) The drug is Cc1noc(C)c1-c1nc(NCCN2CCOCC2)c2ccccc2n1. The result is 1 (inhibitor). (2) The molecule is O=C(CSc1nc2ccccc2o1)Nc1ccccc1N1CCCCCC1. The result is 1 (inhibitor). (3) The drug is CCOC(=O)c1oc2ccccc2c1NC(=O)c1ccc2c(c1)OCO2. The result is 1 (inhibitor). (4) The drug is CC(=O)[C@@H]1[C@@H]2C(=O)N(C3CCCCC3)C(=O)[C@@H]2C2c3ccccc3C=CN21. The result is 1 (inhibitor). (5) The drug is COc1ccccc1N1CCN(CCCCNC(=O)c2ccc(-c3ccc(C(C)=O)cc3)cc2)CC1. The result is 1 (inhibitor). (6) The compound is O=c1cnc2cnc(Oc3ccccc3)nc2n1Cc1ccc(F)cc1. The result is 1 (inhibitor). (7) The result is 1 (inhibitor). The drug is Cc1cnc(CNc2ccnc(-c3cccnc3)n2)cn1.